Predict which catalyst facilitates the given reaction. From a dataset of Catalyst prediction with 721,799 reactions and 888 catalyst types from USPTO. (1) Reactant: [CH3:1][C:2]([O:4][C@H:5]1[C:14]2[C@@:15]3([CH3:30])[C@@H:26]([CH2:27][O:28][CH3:29])[O:25][C:23](=[O:24])[C:17]4=[CH:18][O:19][C:20]([C:21](=[O:22])[C:13]=2[C@@H:8]2[CH2:9][CH2:10][C@H:11]([OH:12])[C@@:7]2([CH3:31])[CH2:6]1)=[C:16]34)=[O:3].C(N(CC)CC)C.Cl.[CH3:40][NH:41][CH2:42][CH:43]([OH:46])[CH2:44][OH:45]. Product: [OH:46][CH:43]([CH2:44][OH:45])[CH2:42][N:41]([CH:18]=[C:17]1[C:16]2[C:15]([CH3:30])([C:14]3[CH:5]([O:4][C:2](=[O:3])[CH3:1])[CH2:6][C:7]4([CH3:31])[CH:8]([C:13]=3[C:21](=[O:22])[C:20]=2[OH:19])[CH2:9][CH2:10][CH:11]4[OH:12])[CH:26]([CH2:27][O:28][CH3:29])[O:25][C:23]1=[O:24])[CH3:40]. The catalyst class is: 2. (2) Reactant: [CH3:1][O:2][C:3](=[O:29])[C:4]1[CH:9]=[C:8]([C:10]2[CH:15]=[C:14]([CH3:16])[CH:13]([CH2:17][C:18]3[CH:23]=[CH:22][CH:21]=[CH:20][N:19]=3)[C:12](=[O:24])[CH:11]=2)[CH:7]=[C:6]([N+:25]([O-])=O)[C:5]=1[NH2:28]. Product: [CH3:1][O:2][C:3](=[O:29])[C:4]1[CH:9]=[C:8]([C:10]2[CH:15]=[C:14]([CH3:16])[CH:13]([CH2:17][C:18]3[CH:23]=[CH:22][CH:21]=[CH:20][N:19]=3)[C:12](=[O:24])[CH:11]=2)[CH:7]=[C:6]([NH2:25])[C:5]=1[NH2:28]. The catalyst class is: 153. (3) Reactant: [NH2:1][CH2:2][C@@H:3]1[O:7][C:6](=[O:8])[N:5]([C:9]2[CH:22]=[CH:21][C:12]3[C:13]4[O:14][N:15]=[CH:16][C:17]=4[CH2:18][CH2:19][CH2:20][C:11]=3[CH:10]=2)[CH2:4]1.C(N(CC)CC)C.Cl[C:31]([O:33][CH3:34])=[O:32]. Product: [CH3:34][O:33][C:31](=[O:32])[NH:1][CH2:2][C@@H:3]1[O:7][C:6](=[O:8])[N:5]([C:9]2[CH:22]=[CH:21][C:12]3[C:13]4[O:14][N:15]=[CH:16][C:17]=4[CH2:18][CH2:19][CH2:20][C:11]=3[CH:10]=2)[CH2:4]1. The catalyst class is: 124. (4) Reactant: [Br:1][C:2]1[N:6]2[C:7](=[O:15])[CH:8]=[C:9]([CH2:11][C:12]([NH2:14])=O)[N:10]=[C:5]2[S:4][C:3]=1[CH3:16].COC1C=CC(P2(=S)SP(=S)(C3C=CC(OC)=CC=3)[S:26]2)=CC=1. Product: [Br:1][C:2]1[N:6]2[C:7](=[O:15])[CH:8]=[C:9]([CH2:11][C:12](=[S:26])[NH2:14])[N:10]=[C:5]2[S:4][C:3]=1[CH3:16]. The catalyst class is: 7. (5) Reactant: Cl.[F:2][C:3]1([F:9])[CH:8]=C[CH:6]=[N:5][CH2:4]1.Cl[C:11]1[CH:16]=[C:15]([CH:17]2[CH2:22][CH2:21][N:20]([C:23]([O:25][C:26]([CH3:29])([CH3:28])[CH3:27])=[O:24])[CH2:19][CH2:18]2)[CH:14]=[C:13]([Cl:30])[N:12]=1.C(N(CC)C(C)C)(C)C. Product: [Cl:30][C:13]1[CH:14]=[C:15]([CH:17]2[CH2:22][CH2:21][N:20]([C:23]([O:25][C:26]([CH3:29])([CH3:28])[CH3:27])=[O:24])[CH2:19][CH2:18]2)[CH:16]=[C:11]([N:5]2[CH2:6][CH2:8][C:3]([F:2])([F:9])[CH2:4]2)[N:12]=1. The catalyst class is: 435. (6) Reactant: CS(O[CH2:6][CH2:7][C:8]1[CH:13]=[CH:12][C:11]([Cl:14])=[C:10]([Cl:15])[CH:9]=1)(=O)=O.[NH2:16][CH:17]1[CH2:22][CH2:21][N:20]([CH2:23][CH:24]2[N:34]3[C:35]4[N:26]([C:27](=[O:37])[CH:28]=[CH:29][C:30]=4[N:31]=[CH:32][C:33]3=[O:36])[CH2:25]2)[CH2:19][CH2:18]1.C([O-])([O-])=O.[K+].[K+].[Na+].[I-]. Product: [Cl:15][C:10]1[CH:9]=[C:8]([CH2:7][CH2:6][NH:16][CH:17]2[CH2:22][CH2:21][N:20]([CH2:23][CH:24]3[N:34]4[C:35]5[N:26]([C:27](=[O:37])[CH:28]=[CH:29][C:30]=5[N:31]=[CH:32][C:33]4=[O:36])[CH2:25]3)[CH2:19][CH2:18]2)[CH:13]=[CH:12][C:11]=1[Cl:14]. The catalyst class is: 10.